Dataset: Catalyst prediction with 721,799 reactions and 888 catalyst types from USPTO. Task: Predict which catalyst facilitates the given reaction. (1) Reactant: [F:1][C@H:2]1[CH2:6][CH2:5][N:4]([C:7](=[O:41])[C@H:8]([NH:10][C:11]([C:13]2[C:21]3[C:16](=[N:17][CH:18]=[C:19]([C:22]4[C:30]5[C:25](=[CH:26][C:27]([Cl:31])=[CH:28][CH:29]=5)[N:24]([CH3:32])[N:23]=4)[N:20]=3)[N:15](COCC[Si](C)(C)C)[CH:14]=2)=[O:12])[CH3:9])[CH2:3]1.FC(F)(F)C(O)=O.C(N)CN.O. Product: [F:1][C@H:2]1[CH2:6][CH2:5][N:4]([C:7](=[O:41])[C@H:8]([NH:10][C:11]([C:13]2[C:21]3[C:16](=[N:17][CH:18]=[C:19]([C:22]4[C:30]5[C:25](=[CH:26][C:27]([Cl:31])=[CH:28][CH:29]=5)[N:24]([CH3:32])[N:23]=4)[N:20]=3)[NH:15][CH:14]=2)=[O:12])[CH3:9])[CH2:3]1. The catalyst class is: 96. (2) Reactant: [N:1]12[CH2:10][CH:5]3[CH2:6][CH:7]([CH2:9][CH:3]([C:4]3=O)[CH2:2]1)[CH2:8]2.Cl.[CH2:13]([O:20][NH2:21])[C:14]1[CH:19]=[CH:18][CH:17]=[CH:16][CH:15]=1.Cl. Product: [CH2:13]([O:20][N:21]=[C:4]1[CH:5]2[CH2:10][N:1]3[CH2:8][CH:7]([CH2:9][CH:3]1[CH2:2]3)[CH2:6]2)[C:14]1[CH:19]=[CH:18][CH:17]=[CH:16][CH:15]=1. The catalyst class is: 8. (3) Reactant: CS([O:5][S:6]([CH3:9])(=[O:8])=[O:7])(=O)=O.O[CH2:11]/[CH:12]=[CH:13]\[C:14]1[CH:19]=[C:18]([F:20])[CH:17]=[CH:16][C:15]=1[S:21]([N:24]([C:29]1[C:38]([C:39]([O:41][CH3:42])=[O:40])=[C:37]2[C:32]([C@H:33]3[CH2:43][C@H:34]3[CH2:35][O:36]2)=[CH:31][CH:30]=1)[C:25]([O:27][CH3:28])=[O:26])(=[O:23])=[O:22].C(N(C(C)C)CC)(C)C.C(=O)(O)[O-].[Na+]. Product: [F:20][C:18]1[CH:17]=[CH:16][C:15]([S:21]([N:24]([C:29]2[C:38]([C:39]([O:41][CH3:42])=[O:40])=[C:37]3[C:32]([C@H:33]4[CH2:43][C@H:34]4[CH2:35][O:36]3)=[CH:31][CH:30]=2)[C:25]([O:27][CH3:28])=[O:26])(=[O:22])=[O:23])=[C:14](/[CH:13]=[CH:12]\[CH2:11][O:5][S:6]([CH3:9])(=[O:7])=[O:8])[CH:19]=1. The catalyst class is: 2. (4) Reactant: [C:1]([N-:5][CH2:6][CH:7]([C:9]1[CH:14]=[CH:13][C:12]([Br:15])=[CH:11][N:10]=1)[OH:8])(C)(C)C.[H-].[Na+].[OH2:18]. Product: [Br:15][C:12]1[CH:13]=[CH:14][C:9]([CH:7]2[O:8][C:1](=[O:18])[NH:5][CH2:6]2)=[N:10][CH:11]=1. The catalyst class is: 7. (5) Reactant: [H-].[Na+].[OH:3][C:4]1[CH:9]=[CH:8][C:7]([N+:10]([O-:12])=[O:11])=[CH:6][C:5]=1[NH:13][C:14](=[O:18])[CH2:15][CH2:16][CH3:17].[F:19][C:20]([F:33])([F:32])[S:21](O[S:21]([C:20]([F:33])([F:32])[F:19])(=[O:23])=[O:22])(=[O:23])=[O:22].O. Product: [F:19][C:20]([F:33])([F:32])[S:21]([O:3][C:4]1[CH:9]=[CH:8][C:7]([N+:10]([O-:12])=[O:11])=[CH:6][C:5]=1[NH:13][C:14](=[O:18])[CH2:15][CH2:16][CH3:17])(=[O:23])=[O:22]. The catalyst class is: 10. (6) Reactant: Cl[C:2]1[NH:6][C:5]2[CH:7]=[CH:8][C:9]([C:11]#[N:12])=[CH:10][C:4]=2[N:3]=1.[O:13]1[CH2:15][CH:14]1[CH2:16][CH2:17][CH2:18][CH2:19][CH2:20][CH2:21][OH:22].O. Product: [OH:22][CH2:21][CH2:20][CH2:19][CH2:18][CH2:17][CH2:16][CH:14]1[O:13][C:2]2=[N:3][C:4]3[CH:10]=[C:9]([C:11]#[N:12])[CH:8]=[CH:7][C:5]=3[N:6]2[CH2:15]1.[OH:22][CH2:21][CH2:20][CH2:19][CH2:18][CH2:17][CH2:16][CH:14]1[O:13][C:2]2=[N:6][C:5]3[CH:7]=[CH:8][C:9]([C:11]#[N:12])=[CH:10][C:4]=3[N:3]2[CH2:15]1. The catalyst class is: 3. (7) Product: [S:1]1[CH2:6][CH:5]=[C:4]([B:15]2[O:20][CH2:19][C:18]([CH3:22])([CH3:21])[CH2:17][O:16]2)[CH2:3][CH2:2]1. Reactant: [S:1]1[CH2:6][CH:5]=[C:4](OS(C(F)(F)F)(=O)=O)[CH2:3][CH2:2]1.[B:15]1([B:15]2[O:20][CH2:19][C:18]([CH3:22])([CH3:21])[CH2:17][O:16]2)[O:20][CH2:19][C:18]([CH3:22])([CH3:21])[CH2:17][O:16]1.CC([O-])=O.[K+].CCOC(C)=O. The catalyst class is: 75. (8) Reactant: C([O:3][C:4](=O)[CH:5]=[C:6]1[CH2:9][CH:8]([C:10]2[CH:15]=[CH:14][CH:13]=[C:12]([C:16]3([C:24]4[CH:29]=[CH:28][C:27]([O:30][CH:31]([F:33])[F:32])=[CH:26][CH:25]=4)[C:20](=[O:21])[N:19]([CH3:22])[C:18]([NH2:23])=[N:17]3)[CH:11]=2)[CH2:7]1)C.[H-].C([Al+]CC(C)C)C(C)C. Product: [NH2:23][C:18]1[N:19]([CH3:22])[C:20](=[O:21])[C:16]([C:24]2[CH:25]=[CH:26][C:27]([O:30][CH:31]([F:33])[F:32])=[CH:28][CH:29]=2)([C:12]2[CH:13]=[CH:14][CH:15]=[C:10]([CH:8]3[CH2:9][C:6](=[CH:5][CH2:4][OH:3])[CH2:7]3)[CH:11]=2)[N:17]=1. The catalyst class is: 7.